This data is from Reaction yield outcomes from USPTO patents with 853,638 reactions. The task is: Predict the reaction yield, written as a fraction of the theoretical maximum amount of product (1.0 means a 100% yield; for example, 0.34 means a 34% yield). (1) The reactants are Cl[C:2]1[C:3]2[CH:17]=[CH:16][S:15][C:4]=2[N:5]=[C:6]([C:8]2[CH:13]=[CH:12][CH:11]=[CH:10][C:9]=2[F:14])[N:7]=1.[NH2:18][C:19]1[CH:24]=[CH:23][N:22]=[CH:21][CH:20]=1. The catalyst is C(O)(C)C.Cl.O1CCOCC1. The product is [F:14][C:9]1[CH:10]=[CH:11][CH:12]=[CH:13][C:8]=1[C:6]1[N:7]=[C:2]([NH:18][C:19]2[CH:24]=[CH:23][N:22]=[CH:21][CH:20]=2)[C:3]2[CH:17]=[CH:16][S:15][C:4]=2[N:5]=1. The yield is 0.860. (2) The reactants are [Cl:1][C:2]1[CH:18]=[CH:17][C:5]2[CH2:6][CH2:7][N:8]([C:11](=[O:16])[C:12]([F:15])([F:14])[F:13])[CH2:9][CH2:10][C:4]=2[C:3]=1OS(C(F)(F)F)(=O)=O.[CH3:27][C:28]1([CH2:34][O:35][C:36]2[CH:43]=[CH:42][C:39]([CH2:40][NH2:41])=[CH:38][CH:37]=2)[CH2:33][CH2:32][CH2:31][CH2:30][CH2:29]1. The catalyst is O1CCOCC1. The product is [Cl:1][C:2]1[CH:18]=[CH:17][C:5]2[CH2:6][CH2:7][N:8]([C:11](=[O:16])[C:12]([F:15])([F:14])[F:13])[CH2:9][CH2:10][C:4]=2[C:3]=1[NH:41][CH2:40][C:39]1[CH:42]=[CH:43][C:36]([O:35][CH2:34][C:28]2([CH3:27])[CH2:33][CH2:32][CH2:31][CH2:30][CH2:29]2)=[CH:37][CH:38]=1. The yield is 0.390. (3) The catalyst is C1COCC1. The product is [CH3:32][O:31][C:6]1[CH:5]=[CH:4][N:3]=[C:2]2[S:10][C:9]([NH:11][C:12]([N:14]3[CH2:19][CH2:18][C:17]([OH:30])([C:20]4[CH:25]=[CH:24][CH:23]=[C:22]([C:26]([F:29])([F:28])[F:27])[CH:21]=4)[CH2:16][CH2:15]3)=[O:13])=[N:8][C:7]=12. The reactants are Cl[C:2]1[C:7]([NH:8][C:9]([NH:11][C:12]([N:14]2[CH2:19][CH2:18][C:17]([OH:30])([C:20]3[CH:25]=[CH:24][CH:23]=[C:22]([C:26]([F:29])([F:28])[F:27])[CH:21]=3)[CH2:16][CH2:15]2)=[O:13])=[S:10])=[C:6]([O:31][CH3:32])[CH:5]=[CH:4][N:3]=1.[H-].[Na+].C(OCC)(=O)C.CCCCCC. The yield is 0.220. (4) The reactants are [Cl:1][C:2]1[CH:30]=[CH:29][C:5]([CH2:6][NH:7][C:8]([C:10]2[CH:11]=[N:12][C:13]3[C:18]([C:19]=2[OH:20])=[CH:17][C:16]([CH2:21][CH:22]2[CH2:27][CH2:26][O:25][CH2:24][CH2:23]2)=[CH:15][C:14]=3I)=[O:9])=[CH:4][CH:3]=1.[CH2:31]([OH:34])[C:32]#[CH:33]. The catalyst is C(NCC)C.Cl[Pd](Cl)([P](C1C=CC=CC=1)(C1C=CC=CC=1)C1C=CC=CC=1)[P](C1C=CC=CC=1)(C1C=CC=CC=1)C1C=CC=CC=1.[Cu]I. The product is [Cl:1][C:2]1[CH:30]=[CH:29][C:5]([CH2:6][NH:7][C:8]([C:10]2[C:19](=[O:20])[C:18]3[C:13]4=[C:14]([CH:33]=[C:32]([CH2:31][OH:34])[N:12]4[CH:11]=2)[CH:15]=[C:16]([CH2:21][CH:22]2[CH2:27][CH2:26][O:25][CH2:24][CH2:23]2)[CH:17]=3)=[O:9])=[CH:4][CH:3]=1. The yield is 0.560. (5) The reactants are [CH3:1][C:2]([CH3:28])([CH3:27])[C:3]([C:11]1[CH:16]=[CH:15][C:14](B2OC(C)(C)C(C)(C)O2)=[CH:13][C:12]=1[CH3:26])([C:5]1[CH:6]=[N:7][CH:8]=[N:9][CH:10]=1)[OH:4].Br[C:30]1[CH:35]=[CH:34][C:33]([O:36][C:37]([F:40])([F:39])[F:38])=[CH:32][N:31]=1.C(=O)([O-])[O-].[K+].[K+].CN(C=O)C. The catalyst is C1C=CC([P]([Pd]([P](C2C=CC=CC=2)(C2C=CC=CC=2)C2C=CC=CC=2)([P](C2C=CC=CC=2)(C2C=CC=CC=2)C2C=CC=CC=2)[P](C2C=CC=CC=2)(C2C=CC=CC=2)C2C=CC=CC=2)(C2C=CC=CC=2)C2C=CC=CC=2)=CC=1.O. The product is [CH3:28][C:2]([CH3:27])([CH3:1])[C:3]([C:11]1[CH:16]=[CH:15][C:14]([C:30]2[CH:35]=[CH:34][C:33]([O:36][C:37]([F:38])([F:40])[F:39])=[CH:32][N:31]=2)=[CH:13][C:12]=1[CH3:26])([C:5]1[CH:10]=[N:9][CH:8]=[N:7][CH:6]=1)[OH:4]. The yield is 0.930. (6) The reactants are [OH:1][CH2:2][C@H:3]1[CH2:8][CH2:7][C@H:6]([NH:9]C(=O)OCC2C=CC=CC=2)[CH2:5][CH2:4]1. The catalyst is CO.[C].[Pd]. The product is [NH2:9][C@H:6]1[CH2:7][CH2:8][C@H:3]([CH2:2][OH:1])[CH2:4][CH2:5]1. The yield is 0.970. (7) The reactants are [Cl:1][C:2]1[C:3]([C:27]2[C:35]3[C:30](=[CH:31][CH:32]=[CH:33][CH:34]=3)[N:29]([CH3:36])[CH:28]=2)=[N:4][C:5]([NH:8][C:9]2[CH:14]=[C:13]([N+:15]([O-])=O)[C:12]([N:18]3[CH2:23][CH2:22][N:21]([CH3:24])[CH2:20][CH2:19]3)=[CH:11][C:10]=2[O:25][CH3:26])=[N:6][CH:7]=1.[NH4+].[Cl-]. The catalyst is C(O)C.O.[Fe]. The product is [Cl:1][C:2]1[C:3]([C:27]2[C:35]3[C:30](=[CH:31][CH:32]=[CH:33][CH:34]=3)[N:29]([CH3:36])[CH:28]=2)=[N:4][C:5]([NH:8][C:9]2[CH:14]=[C:13]([NH2:15])[C:12]([N:18]3[CH2:19][CH2:20][N:21]([CH3:24])[CH2:22][CH2:23]3)=[CH:11][C:10]=2[O:25][CH3:26])=[N:6][CH:7]=1. The yield is 0.520.